From a dataset of Peptide-MHC class I binding affinity with 185,985 pairs from IEDB/IMGT. Regression. Given a peptide amino acid sequence and an MHC pseudo amino acid sequence, predict their binding affinity value. This is MHC class I binding data. (1) The peptide sequence is NMDKAVKLY. The MHC is HLA-B57:01 with pseudo-sequence HLA-B57:01. The binding affinity (normalized) is 0.0847. (2) The binding affinity (normalized) is 0. The peptide sequence is SPVTVKNVF. The MHC is HLA-A24:02 with pseudo-sequence HLA-A24:02. (3) The peptide sequence is SSTCMMCYK. The MHC is HLA-A31:01 with pseudo-sequence HLA-A31:01. The binding affinity (normalized) is 0.568. (4) The MHC is H-2-Kb with pseudo-sequence H-2-Kb. The peptide sequence is RAPQNRPSV. The binding affinity (normalized) is 0.114. (5) The peptide sequence is EKLKKKSAF. The MHC is HLA-A02:06 with pseudo-sequence HLA-A02:06. The binding affinity (normalized) is 0.0847. (6) The peptide sequence is RPAPATGAL. The MHC is HLA-A03:01 with pseudo-sequence HLA-A03:01. The binding affinity (normalized) is 0.0847. (7) The peptide sequence is WQQWDRQSL. The MHC is HLA-A02:11 with pseudo-sequence HLA-A02:11. The binding affinity (normalized) is 0.0847.